This data is from Forward reaction prediction with 1.9M reactions from USPTO patents (1976-2016). The task is: Predict the product of the given reaction. (1) Given the reactants Cl[C:2]1[C:11]2[C:6](=[CH:7][CH:8]=[C:9]([Cl:12])[CH:10]=2)[N:5]=[C:4]([N:13]2[CH2:19][C:18]3[CH:20]=[CH:21][CH:22]=[CH:23][C:17]=3[S:16](=[O:24])[CH2:15][CH2:14]2)[CH:3]=1.[NH2:25][CH2:26][C:27]1([NH2:31])[CH2:30][O:29][CH2:28]1, predict the reaction product. The product is: [NH2:31][C:27]1([CH2:26][NH:25][C:2]2[C:11]3[C:6](=[CH:7][CH:8]=[C:9]([Cl:12])[CH:10]=3)[N:5]=[C:4]([N:13]3[CH2:19][C:18]4[CH:20]=[CH:21][CH:22]=[CH:23][C:17]=4[S:16](=[O:24])[CH2:15][CH2:14]3)[CH:3]=2)[CH2:30][O:29][CH2:28]1. (2) Given the reactants [F:1][C:2]([F:34])([F:33])[C:3]1[CH:4]=[C:5]([C@H:13]2[O:17][C:16](=[O:18])[N:15]([CH2:19][C:20]3[CH:27]=[C:26]([C:28]([F:31])([F:30])[F:29])[CH:25]=[CH:24][C:21]=3[CH:22]=[O:23])[C@H:14]2[CH3:32])[CH:6]=[C:7]([C:9]([F:12])([F:11])[F:10])[CH:8]=1.[BH4-].[Na+], predict the reaction product. The product is: [F:34][C:2]([F:1])([F:33])[C:3]1[CH:4]=[C:5]([C@H:13]2[O:17][C:16](=[O:18])[N:15]([CH2:19][C:20]3[CH:27]=[C:26]([C:28]([F:29])([F:30])[F:31])[CH:25]=[CH:24][C:21]=3[CH2:22][OH:23])[C@H:14]2[CH3:32])[CH:6]=[C:7]([C:9]([F:10])([F:12])[F:11])[CH:8]=1. (3) The product is: [C:69]([CH2:68][NH:67][C:29]([CH2:28][C@H:25]1[CH2:24][CH2:23][C:22]2[S:21][C:20]3[N:19]=[CH:18][N:17]=[C:16]([O:15][CH:12]4[CH2:11][CH2:10][CH:9]([N:8]([CH3:32])[C:6](=[O:7])[O:5][C:1]([CH3:3])([CH3:4])[CH3:2])[CH2:14][CH2:13]4)[C:27]=3[C:26]1=2)=[O:31])(=[O:70])[NH2:71]. Given the reactants [C:1]([O:5][C:6]([N:8]([CH3:32])[CH:9]1[CH2:14][CH2:13][CH:12]([O:15][C:16]2[C:27]3[C:26]4[C@@H:25]([CH2:28][C:29]([OH:31])=O)[CH2:24][CH2:23][C:22]=4[S:21][C:20]=3[N:19]=[CH:18][N:17]=2)[CH2:11][CH2:10]1)=[O:7])([CH3:4])([CH3:3])[CH3:2].CN(C(ON1N=NC2C=CC=NC1=2)=[N+](C)C)C.F[P-](F)(F)(F)(F)F.CCN(C(C)C)C(C)C.Cl.[NH2:67][CH2:68][C:69]([NH2:71])=[O:70], predict the reaction product. (4) Given the reactants [Cl:1][C:2]1[CH:10]=[CH:9][CH:8]=[C:7]2[C:3]=1[C:4]([C:11]([NH:13][CH2:14][C:15]1([OH:23])[CH2:20][CH2:19][CH2:18][C:17]([F:22])([F:21])[CH2:16]1)=[O:12])=[CH:5][NH:6]2.O[CH2:25][CH2:26][N:27]1[CH2:31][CH2:30][CH2:29][C:28]1=[O:32].C(P(=CC#N)(CCCC)CCCC)CCC, predict the reaction product. The product is: [Cl:1][C:2]1[CH:10]=[CH:9][CH:8]=[C:7]2[C:3]=1[C:4]([C:11]([NH:13][CH2:14][C:15]1([OH:23])[CH2:20][CH2:19][CH2:18][C:17]([F:22])([F:21])[CH2:16]1)=[O:12])=[CH:5][N:6]2[CH2:25][CH2:26][N:27]1[CH2:31][CH2:30][CH2:29][C:28]1=[O:32]. (5) Given the reactants [Cl:1][C:2]1[CH:3]=[CH:4][CH:5]=[C:6]2[C:10]=1[C:9](=[O:11])[N:8]([C:12]1[CH:13]=[C:14](C=CC=1)[C:15]([NH:17][CH2:18][CH2:19][CH:20]1[CH2:25][CH2:24][N:23]([C:26]3[CH:31]=[CH:30][N:29]=[CH:28][CH:27]=3)[CH2:22][CH2:21]1)=[O:16])[CH2:7]2.FC(F)(F)C(O)=O.N1(C2C=CN=CC=2)CCC(CCN)CC1.ClC1C=CC=C2C=1C(=O)N(C1[NH:72][N:71]=C(C(O)=O)C=1)C2.ClC1C=CC=C2C=1C(=O)N(C1C=C(C=CC=1)C(O)=O)C2.COC(C1C=C(N)NN=1)=O, predict the reaction product. The product is: [N:23]1([C:26]2[CH:31]=[CH:30][N:29]=[CH:28][CH:27]=2)[CH2:24][CH2:25][CH:20]([CH2:19][CH2:18][NH:17][C:15]([C:14]2[CH:13]=[C:12]([N:8]3[CH2:7][C:6]4[C:10](=[C:2]([Cl:1])[CH:3]=[CH:4][CH:5]=4)[C:9]3=[O:11])[NH:72][N:71]=2)=[O:16])[CH2:21][CH2:22]1.